This data is from Forward reaction prediction with 1.9M reactions from USPTO patents (1976-2016). The task is: Predict the product of the given reaction. (1) Given the reactants [OH:1][C:2]1[CH:3]=[C:4]([CH:7]=[CH:8][C:9]=1[O:10][CH3:11])[CH:5]=[O:6].C(=O)([O-])[O-].[K+].[K+].Br[CH2:19][CH2:20][F:21].[Cl-].[Na+], predict the reaction product. The product is: [F:21][CH2:20][CH2:19][O:1][C:2]1[CH:3]=[C:4]([CH:7]=[CH:8][C:9]=1[O:10][CH3:11])[CH:5]=[O:6]. (2) Given the reactants [CH:1]1([C:7]2[C:15]3[C:10](=[CH:11][C:12]([C:16]([OH:18])=[O:17])=[CH:13][CH:14]=3)[N:9]([CH2:19][C:20]([N:22]3[CH2:27][CH2:26][O:25][CH2:24][CH2:23]3)=[O:21])[C:8]=2[C:28]2[CH:29]=[C:30]3[C:35](=[C:36](F)[CH:37]=2)[N:34]=[C:33]([C:39]2[S:43][C:42]([CH3:44])=[N:41][C:40]=2[CH3:45])[CH:32]=[CH:31]3)[CH2:6][CH2:5][CH2:4][CH2:3][CH2:2]1.BrC1C=CC(N)=C([F:54])C=1.BrC1C=CC(N)=CC=1F, predict the reaction product. The product is: [CH:1]1([C:7]2[C:15]3[C:10](=[CH:11][C:12]([C:16]([OH:18])=[O:17])=[CH:13][CH:14]=3)[N:9]([CH2:19][C:20]([N:22]3[CH2:27][CH2:26][O:25][CH2:24][CH2:23]3)=[O:21])[C:8]=2[C:28]2[CH:29]=[C:30]3[C:35](=[CH:36][C:37]=2[F:54])[N:34]=[C:33]([C:39]2[S:43][C:42]([CH3:44])=[N:41][C:40]=2[CH3:45])[CH:32]=[CH:31]3)[CH2:6][CH2:5][CH2:4][CH2:3][CH2:2]1.